From a dataset of Peptide-MHC class I binding affinity with 185,985 pairs from IEDB/IMGT. Regression. Given a peptide amino acid sequence and an MHC pseudo amino acid sequence, predict their binding affinity value. This is MHC class I binding data. (1) The binding affinity (normalized) is 0.833. The peptide sequence is LLIGLIIPPL. The MHC is HLA-A02:02 with pseudo-sequence HLA-A02:02. (2) The peptide sequence is SMFAAVQAL. The MHC is HLA-E01:03 with pseudo-sequence HLA-E01:03. The binding affinity (normalized) is 0.245. (3) The peptide sequence is RLYYDSMSY. The binding affinity (normalized) is 0.0641. The MHC is BoLA-T2a with pseudo-sequence BoLA-T2a.